Dataset: Reaction yield outcomes from USPTO patents with 853,638 reactions. Task: Predict the reaction yield, written as a fraction of the theoretical maximum amount of product (1.0 means a 100% yield; for example, 0.34 means a 34% yield). (1) The reactants are Br[C:2]1[CH:3]=[C:4]([NH:14][S:15]([CH3:18])(=[O:17])=[O:16])[CH:5]=[C:6]2[C:11]=1[O:10][CH:9]([CH2:12][CH3:13])[CH2:8][CH2:7]2.[CH3:19][N:20]1[CH:29]=[C:28](B2OC(C)(C)C(C)(C)O2)[C:27]2[C:22](=[CH:23][CH:24]=[CH:25][CH:26]=2)[C:21]1=[O:39].C([O-])([O-])=O.[K+].[K+]. The catalyst is O1CCOCC1.O.C1C=CC(P(C2C=CC=CC=2)[C-]2C=CC=C2)=CC=1.C1C=CC(P(C2C=CC=CC=2)[C-]2C=CC=C2)=CC=1.Cl[Pd]Cl.[Fe+2]. The product is [CH2:12]([CH:9]1[CH2:8][CH2:7][C:6]2[C:11](=[C:2]([C:28]3[C:27]4[C:22](=[CH:23][CH:24]=[CH:25][CH:26]=4)[C:21](=[O:39])[N:20]([CH3:19])[CH:29]=3)[CH:3]=[C:4]([NH:14][S:15]([CH3:18])(=[O:17])=[O:16])[CH:5]=2)[O:10]1)[CH3:13]. The yield is 0.190. (2) The reactants are Cl[C:2]1[C:7]([CH:8]([CH2:13][CH2:14][CH3:15])[C:9]([O:11][CH3:12])=[O:10])=[C:6]([CH3:16])[N:5]=[C:4]([N:17]2[CH2:22][CH2:21][CH2:20][CH2:19][CH2:18]2)[N:3]=1.C(N(CC)C(C)C)(C)C.[F:32][C:33]1[CH:38]=[C:37]([F:39])[C:36]([F:40])=[CH:35][C:34]=1B(O)O. The catalyst is COCCOC.O.[Pd].C1(P(C2C=CC=CC=2)C2C=CC=CC=2)C=CC=CC=1.C1(P(C2C=CC=CC=2)C2C=CC=CC=2)C=CC=CC=1.C1(P(C2C=CC=CC=2)C2C=CC=CC=2)C=CC=CC=1.C1(P(C2C=CC=CC=2)C2C=CC=CC=2)C=CC=CC=1. The product is [CH3:16][C:6]1[C:7]([CH:8]([CH2:13][CH2:14][CH3:15])[C:9]([O:11][CH3:12])=[O:10])=[C:2]([C:34]2[CH:35]=[C:36]([F:40])[C:37]([F:39])=[CH:38][C:33]=2[F:32])[N:3]=[C:4]([N:17]2[CH2:22][CH2:21][CH2:20][CH2:19][CH2:18]2)[N:5]=1. The yield is 0.760.